Dataset: Catalyst prediction with 721,799 reactions and 888 catalyst types from USPTO. Task: Predict which catalyst facilitates the given reaction. (1) Reactant: [CH:1]([C:3]1[CH:4]=[C:5]2[C:10](=[CH:11][CH:12]=1)[N:9]=[CH:8][C:7]([C:13]#[N:14])=[C:6]2[O:15][CH2:16][CH2:17][O:18][CH2:19][CH2:20][O:21][CH3:22])=O.COC1C=CC(/C=[C:38]2/[C:39]([NH:41][C:42]([S:44]/2)=[NH:43])=[O:40])=CC=1OC1CCCC1.C([O-])(=O)C.[Na+].O. Product: [NH2:43][C:42]1[S:44]/[C:38](=[CH:1]\[C:3]2[CH:4]=[C:5]3[C:10](=[CH:11][CH:12]=2)[N:9]=[CH:8][C:7]([C:13]#[N:14])=[C:6]3[O:15][CH2:16][CH2:17][O:18][CH2:19][CH2:20][O:21][CH3:22])/[C:39](=[O:40])[N:41]=1. The catalyst class is: 15. (2) Reactant: C(O[CH:4](OCC)[C:5]1[C:13]2[C:8](=[CH:9][N:10]=[C:11]([C:14]3[CH:15]=[N:16][CH:17]=[C:18]([CH2:20][N:21]([CH3:23])[CH3:22])[CH:19]=3)[CH:12]=2)[N:7](C(OC(C)(C)C)=O)[N:6]=1)C.[N:34]1([C:40]2[CH:45]=[CH:44][CH:43]=[C:42]([NH2:46])[C:41]=2[NH2:47])[CH2:39][CH2:38][CH2:37][CH2:36][CH2:35]1. Product: [CH3:23][N:21]([CH3:22])[CH2:20][C:18]1[CH:17]=[N:16][CH:15]=[C:14]([C:11]2[CH:12]=[C:13]3[C:5]([C:4]4[NH:46][C:42]5[CH:43]=[CH:44][CH:45]=[C:40]([N:34]6[CH2:39][CH2:38][CH2:37][CH2:36][CH2:35]6)[C:41]=5[N:47]=4)=[N:6][NH:7][C:8]3=[CH:9][N:10]=2)[CH:19]=1. The catalyst class is: 3.